From a dataset of Reaction yield outcomes from USPTO patents with 853,638 reactions. Predict the reaction yield, written as a fraction of the theoretical maximum amount of product (1.0 means a 100% yield; for example, 0.34 means a 34% yield). (1) The reactants are Br[C:2]1[CH:7]=[CH:6][C:5]([C:8]2[N:12]([CH2:13][C@@H:14]3[CH2:18][CH2:17][N:16]([C:19]([CH:21]4[CH2:23][CH2:22]4)=[O:20])[CH2:15]3)[CH:11]=[N:10][N:9]=2)=[C:4]([F:24])[CH:3]=1.[NH:25]1[C:33]2[C:28](=[CH:29][CH:30]=[C:31](B(O)O)[CH:32]=2)[CH:27]=[CH:26]1.[O-]S([O-])(=O)=O.[Na+].[Na+]. The catalyst is O1CCOCC1.C([O-])([O-])=O.[K+].[K+].C1C=CC(P(C2C=CC=CC=2)[C-]2C=CC=C2)=CC=1.C1C=CC(P(C2C=CC=CC=2)[C-]2C=CC=C2)=CC=1.Cl[Pd]Cl.[Fe+2]. The product is [CH:21]1([C:19]([N:16]2[CH2:17][CH2:18][C@@H:14]([CH2:13][N:12]3[CH:11]=[N:10][N:9]=[C:8]3[C:5]3[CH:6]=[CH:7][C:2]([C:31]4[CH:32]=[C:33]5[C:28]([CH:27]=[CH:26][NH:25]5)=[CH:29][CH:30]=4)=[CH:3][C:4]=3[F:24])[CH2:15]2)=[O:20])[CH2:23][CH2:22]1. The yield is 0.330. (2) The reactants are [NH2:1][C:2]1[C:3](=[O:17])[N:4]([CH3:16])[CH2:5][C:6]([C:9]2[CH:14]=[CH:13][CH:12]=[C:11](Br)[CH:10]=2)([CH3:8])[N:7]=1.[CH3:18][O:19][C:20]1[CH:21]=[C:22](B(O)O)[CH:23]=[N:24][CH:25]=1.C([O-])([O-])=O.[K+].[K+]. The catalyst is O1CCOCC1.CCO.O.C1C=CC([P]([Pd]([P](C2C=CC=CC=2)(C2C=CC=CC=2)C2C=CC=CC=2)([P](C2C=CC=CC=2)(C2C=CC=CC=2)C2C=CC=CC=2)[P](C2C=CC=CC=2)(C2C=CC=CC=2)C2C=CC=CC=2)(C2C=CC=CC=2)C2C=CC=CC=2)=CC=1. The product is [NH2:1][C:2]1[C:3](=[O:17])[N:4]([CH3:16])[CH2:5][C:6]([C:9]2[CH:14]=[CH:13][CH:12]=[C:11]([C:22]3[CH:23]=[N:24][CH:25]=[C:20]([O:19][CH3:18])[CH:21]=3)[CH:10]=2)([CH3:8])[N:7]=1. The yield is 0.690. (3) The reactants are [SH:1][C:2]1[S:3][CH:4]=[CH:5][N:6]=1.Br[CH2:8][C:9](=[O:15])[C:10]([O:12][CH2:13][CH3:14])=[O:11]. The catalyst is C(Cl)Cl. The product is [CH2:13]([O:12][C:10](=[O:11])[C:9](=[O:15])[CH2:8][S:1][C:2]1[S:3][CH2:4][CH2:5][N:6]=1)[CH3:14]. The yield is 0.710.